This data is from Full USPTO retrosynthesis dataset with 1.9M reactions from patents (1976-2016). The task is: Predict the reactants needed to synthesize the given product. (1) Given the product [S:1]([O-:4])([O-:3])=[O:2].[NH4+:6].[NH4+:6].[S:1](=[O:2])([OH:4])[O-:3].[NH4+:6], predict the reactants needed to synthesize it. The reactants are: [S:1]([O-])([O-:4])(=[O:3])=[O:2].[NH4+:6].[NH4+].N. (2) Given the product [NH:24]([C:23]([O:27][C:28]([CH3:31])([CH3:30])[CH3:29])=[O:26])[NH:25][C:1]([O:22][CH2:21][CH2:20][C:17]1[CH:18]=[CH:19][C:14]([OH:13])=[CH:15][CH:16]=1)=[O:2], predict the reactants needed to synthesize it. The reactants are: [C:1](N1C=CN=C1)(N1C=CN=C1)=[O:2].[OH:13][C:14]1[CH:19]=[CH:18][C:17]([CH2:20][CH2:21][OH:22])=[CH:16][CH:15]=1.[C:23]([O:27][C:28]([CH3:31])([CH3:30])[CH3:29])(=[O:26])[NH:24][NH2:25].O. (3) The reactants are: [CH:1]1([C@@H:7]2[NH:12][C:11](=[O:13])[C@H:10]([CH2:14][CH:15]([CH3:17])[CH3:16])[NH:9][CH2:8]2)[CH2:6][CH2:5][CH2:4][CH2:3][CH2:2]1.[F:18][C:19]1[CH:24]=[CH:23][C:22]([C:25]2[O:29][N:28]=[C:27]([CH:30]=O)[CH:26]=2)=[CH:21][CH:20]=1.C([C@@H]1N(CC2C=C(C3C=CC=CC=3)ON=2)C[C@H](CC(C)C)NC1=O)C(C)C. Given the product [CH:1]1([C@@H:7]2[NH:12][C:11](=[O:13])[C@H:10]([CH2:14][CH:15]([CH3:17])[CH3:16])[N:9]([CH2:30][C:27]3[CH:26]=[C:25]([C:22]4[CH:23]=[CH:24][C:19]([F:18])=[CH:20][CH:21]=4)[O:29][N:28]=3)[CH2:8]2)[CH2:2][CH2:3][CH2:4][CH2:5][CH2:6]1, predict the reactants needed to synthesize it. (4) Given the product [Cl:1][C:2]1[CH:31]=[CH:30][C:5]([CH2:6][N:7]2[C:15]3[C:10](=[CH:11][C:12](/[CH:16]=[C:17]4/[C:18](=[O:29])[N:19]([CH2:23][C@@H:24]5[CH2:28][CH2:27][CH2:26][N:25]5[CH2:37][C:38]([NH2:40])=[O:39])[C:20](=[O:22])[S:21]/4)=[CH:13][CH:14]=3)[CH:9]=[N:8]2)=[C:4]([C:32]([F:35])([F:33])[F:34])[CH:3]=1, predict the reactants needed to synthesize it. The reactants are: [Cl:1][C:2]1[CH:31]=[CH:30][C:5]([CH2:6][N:7]2[C:15]3[C:10](=[CH:11][C:12](/[CH:16]=[C:17]4/[C:18](=[O:29])[N:19]([CH2:23][C@@H:24]5[CH2:28][CH2:27][CH2:26][NH:25]5)[C:20](=[O:22])[S:21]/4)=[CH:13][CH:14]=3)[CH:9]=[N:8]2)=[C:4]([C:32]([F:35])([F:34])[F:33])[CH:3]=1.Br[CH2:37][C:38]([NH2:40])=[O:39]. (5) Given the product [ClH:17].[N:1]([C@@H:4]1[CH2:5][NH:6][CH2:7][C@H:8]1[OH:9])=[N+:2]=[N-:3], predict the reactants needed to synthesize it. The reactants are: [N:1]([C@H:4]1[C@H:8]([OH:9])[CH2:7][N:6](C(OC(C)(C)C)=O)[CH2:5]1)=[N+:2]=[N-:3].[ClH:17].O1CCOCC1. (6) Given the product [Cl:10][C:11]1[CH:12]=[C:13]([CH:14]2[N:9]([CH2:8][CH2:7][CH2:6][N:1]3[CH:5]=[CH:4][N:3]=[CH:2]3)[C:22](=[O:21])[C:23]([OH:34])=[C:24]2[C:25]2[C:33]3[C:28](=[CH:29][CH:30]=[CH:31][CH:32]=3)[NH:27][CH:26]=2)[CH:16]=[CH:17][CH:18]=1, predict the reactants needed to synthesize it. The reactants are: [N:1]1([CH2:6][CH2:7][CH2:8][NH2:9])[CH:5]=[CH:4][N:3]=[CH:2]1.[Cl:10][C:11]1[CH:12]=[C:13]([CH:16]=[CH:17][CH:18]=1)[CH:14]=O.C([O:21][C:22](=O)[C:23](=[O:34])[CH2:24][C:25]1[C:33]2[C:28](=[CH:29][CH:30]=[CH:31][CH:32]=2)[NH:27][CH:26]=1)C. (7) Given the product [NH2:21][C:6]1[CH:5]=[N:4][CH:3]=[C:2]([Cl:1])[C:7]=1[N:8]1[CH2:9][CH2:10][N:11]([C:14]([O:16][C:17]([CH3:19])([CH3:18])[CH3:20])=[O:15])[CH2:12][CH2:13]1, predict the reactants needed to synthesize it. The reactants are: [Cl:1][C:2]1[CH:3]=[N:4][CH:5]=[C:6]([N+:21]([O-])=O)[C:7]=1[N:8]1[CH2:13][CH2:12][N:11]([C:14]([O:16][C:17]([CH3:20])([CH3:19])[CH3:18])=[O:15])[CH2:10][CH2:9]1. (8) Given the product [Cl:5][CH2:6][CH2:7][CH2:8][C:9]([C:20]1[CH:19]=[CH:18][C:17]([CH2:16][C:15]([N:14]([O:13][CH3:12])[CH3:24])=[O:23])=[CH:22][CH:21]=1)=[O:10], predict the reactants needed to synthesize it. The reactants are: [Cl-].[Al+3].[Cl-].[Cl-].[Cl:5][CH2:6][CH2:7][CH2:8][C:9](Cl)=[O:10].[CH3:12][O:13][N:14]([CH3:24])[C:15](=[O:23])[CH2:16][C:17]1[CH:22]=[CH:21][CH:20]=[CH:19][CH:18]=1. (9) Given the product [NH:10]1[CH2:9][CH2:8][CH:7]([C:20]2[C:29]3[C:24](=[CH:25][C:26]([O:31][CH2:32][CH2:33][CH2:34][N:35]4[CH2:40][CH2:39][CH2:38][CH2:37][CH2:36]4)=[CH:27][CH:28]=3)[N:23]=[CH:22][N:21]=2)[CH2:12][CH2:11]1, predict the reactants needed to synthesize it. The reactants are: [OH-].[K+].COC([C:7]1([C:20]2[C:29]3[C:24](=[CH:25][C:26](Cl)=[CH:27][CH:28]=3)[N:23]=[CH:22][N:21]=2)[CH2:12][CH2:11][N:10](C(OC(C)(C)C)=O)[CH2:9][CH2:8]1)=O.[OH:31][CH2:32][CH2:33][CH2:34][N:35]1[CH2:40][CH2:39][CH2:38][CH2:37][CH2:36]1. (10) Given the product [CH3:8][C:6]1([CH3:7])[C:2]([CH3:16])([CH3:1])[O:3][B:4]([C:9]2[CH:14]=[CH:13][C:12]([O:15][CH2:17][C:18]3([CH3:22])[CH2:21][O:20][CH2:19]3)=[CH:11][CH:10]=2)[O:5]1, predict the reactants needed to synthesize it. The reactants are: [CH3:1][C:2]1([CH3:16])[C:6]([CH3:8])([CH3:7])[O:5][B:4]([C:9]2[CH:14]=[CH:13][C:12]([OH:15])=[CH:11][CH:10]=2)[O:3]1.[CH3:17][C:18]1([CH2:22]O)[CH2:21][O:20][CH2:19]1.C1(P(C2C=CC=CC=2)C2C=CC=CC=2)C=CC=CC=1.N(C(OC(C)C)=O)=NC(OC(C)C)=O.